Predict the product of the given reaction. From a dataset of Forward reaction prediction with 1.9M reactions from USPTO patents (1976-2016). (1) Given the reactants [Br:1][C:2]1[CH:7]=[CH:6][C:5]([C@H:8]2[CH2:12][CH2:11][C:10](=O)[CH2:9]2)=[CH:4][CH:3]=1.CO.C([O-])(=O)C.[Na+].Cl.[NH2:22][OH:23], predict the reaction product. The product is: [Br:1][C:2]1[CH:7]=[CH:6][C:5]([C@H:8]2[CH2:12][CH2:11][C:10](=[N:22][OH:23])[CH2:9]2)=[CH:4][CH:3]=1. (2) Given the reactants [C:1]([N:4]1[CH2:9][CH2:8][CH:7]([C:10]2[N:14]=[C:13]([NH:15][C:16]3[C:21]([S:22][C:23]4[CH:32]=[CH:31][C:26]([C:27]([O:29]C)=[O:28])=[CH:25][CH:24]=4)=[CH:20][C:19]([O:33][C:34]4[CH:39]=[CH:38][CH:37]=[CH:36][CH:35]=4)=[CH:18][N:17]=3)[S:12][N:11]=2)[CH2:6][CH2:5]1)(=[O:3])[CH3:2].[OH-].[Na+:41], predict the reaction product. The product is: [C:1]([N:4]1[CH2:9][CH2:8][CH:7]([C:10]2[N:14]=[C:13]([N-:15][C:16]3[C:21]([S:22][C:23]4[CH:32]=[CH:31][C:26]([C:27]([O-:29])=[O:28])=[CH:25][CH:24]=4)=[CH:20][C:19]([O:33][C:34]4[CH:35]=[CH:36][CH:37]=[CH:38][CH:39]=4)=[CH:18][N:17]=3)[S:12][N:11]=2)[CH2:6][CH2:5]1)(=[O:3])[CH3:2].[Na+:41].[Na+:41]. (3) Given the reactants [CH3:1][C:2]1[N:3]=[N:4][C:5]([C:8]([F:11])([F:10])[F:9])=[CH:6][CH:7]=1.[Br:12]N1C(=O)CCC1=O.N(C(C)(C)C#N)=NC(C)(C)C#N, predict the reaction product. The product is: [Br:12][CH2:1][C:2]1[N:3]=[N:4][C:5]([C:8]([F:9])([F:11])[F:10])=[CH:6][CH:7]=1. (4) Given the reactants [Cl:1][C:2]1[C:3]([CH:8]([C:20]2[CH:29]=[C:28]3[C:23]([CH:24]=[CH:25][C:26]([C:30]4[CH:35]=[CH:34][CH:33]=[CH:32][CH:31]=4)=[N:27]3)=[CH:22][CH:21]=2)[N:9]2C(=O)C3C(=CC=CC=3)C2=O)=[N:4][CH:5]=[CH:6][N:7]=1.NN.C(Cl)Cl, predict the reaction product. The product is: [Cl:1][C:2]1[C:3]([CH:8]([NH2:9])[C:20]2[CH:29]=[C:28]3[C:23]([CH:24]=[CH:25][C:26]([C:30]4[CH:35]=[CH:34][CH:33]=[CH:32][CH:31]=4)=[N:27]3)=[CH:22][CH:21]=2)=[N:4][CH:5]=[CH:6][N:7]=1.